From a dataset of Forward reaction prediction with 1.9M reactions from USPTO patents (1976-2016). Predict the product of the given reaction. (1) Given the reactants [Cl:1][C:2]1[CH:7]=[CH:6][C:5]([C@@:8]2([O:19][CH3:20])[C@H:13]([OH:14])[C@@H:12]([OH:15])[C@H:11]([OH:16])[C@@H:10]([CH2:17][OH:18])[O:9]2)=[CH:4][C:3]=1[CH2:21][C:22]1[CH:27]=[CH:26][C:25]([O:28][CH3:29])=[C:24]([F:30])[C:23]=1[F:31].[CH3:32][Si:33]([CH3:36])([CH3:35])Cl, predict the reaction product. The product is: [Cl:1][C:2]1[CH:7]=[CH:6][C:5]([C@@:8]2([O:19][CH3:20])[C@H:13]([OH:14])[C@@H:12]([OH:15])[C@H:11]([OH:16])[C@@H:10]([CH2:17][O:18][Si:33]([CH3:36])([CH3:35])[CH3:32])[O:9]2)=[CH:4][C:3]=1[CH2:21][C:22]1[CH:27]=[CH:26][C:25]([O:28][CH3:29])=[C:24]([F:30])[C:23]=1[F:31]. (2) Given the reactants [CH:1]12[O:8][CH:5]([CH2:6][CH2:7]1)[CH2:4][N:3]([C:9]1[N:14]=[C:13]([C:15]3[CH:21]=[CH:20][C:18]([NH2:19])=[CH:17][CH:16]=3)[N:12]=[C:11]3[N:22]([CH2:25][CH3:26])[N:23]=[CH:24][C:10]=13)[CH2:2]2.Cl[C:28](Cl)([O:30][C:31](=O)[O:32]C(Cl)(Cl)Cl)Cl.CO, predict the reaction product. The product is: [CH3:28][O:30][C:31](=[O:32])[NH:19][C:18]1[CH:20]=[CH:21][C:15]([C:13]2[N:12]=[C:11]3[N:22]([CH2:25][CH3:26])[N:23]=[CH:24][C:10]3=[C:9]([N:3]3[CH2:2][CH:1]4[O:8][CH:5]([CH2:6][CH2:7]4)[CH2:4]3)[N:14]=2)=[CH:16][CH:17]=1.